Regression. Given a target protein amino acid sequence and a drug SMILES string, predict the binding affinity score between them. We predict pAffinity (pAffinity = -log10(affinity in M)). Dataset: bindingdb_patent. From a dataset of Drug-target binding data from BindingDB patent sources. (1) The small molecule is CNC(=O)c1cc2c(OCC[C@]22C[C@H]2C(=O)Nc2cc(ccc2CCCC(O)=O)C#N)cc1OC. The target protein (P35408) has sequence MSTPGVNSSASLSPDRLNSPVTIPAVMFIFGVVGNLVAIVVLCKSRKEQKETTFYTLVCGLAVTDLLGTLLVSPVTIATYMKGQWPGGQPLCEYSTFILLFFSLSGLSIICAMSVERYLAINHAYFYSHYVDKRLAGLTLFAVYASNVLFCALPNMGLGSSRLQYPDTWCFIDWTTNVTAHAAYSYMYAGFSSFLILATVLCNVLVCGALLRMHRQFMRRTSLGTEQHHAAAAASVASRGHPAASPALPRLSDFRRRRSFRRIAGAEIQMVILLIATSLVVLICSIPLVVRVFVNQLYQPSLEREVSKNPDLQAIRIASVNPILDPWIYILLRKTVLSKAIEKIKCLFCRIGGSRRERSGQHCSDSQRTSSAMSGHSRSFISRELKEISSTSQTLLPDLSLPDLSENGLGGRNLLPGVPGMGLAQEDTTSLRTLRISETSDSSQGQDSESVLLVDEAGGSGRAGPAPKGSSLQVTFPSETLNLSEKCI. The pAffinity is 8.0. (2) The small molecule is CC(C)C[C@H](N)[C@](O)(Cc1cc(OCc2ccccc2OC(F)(F)F)ccn1)C(O)=O. The target protein (Q9UIQ6) has sequence MEPFTNDRLQLPRNMIENSMFEEEPDVVDLAKEPCLHPLEPDEVEYEPRGSRLLVRGLGEHEMEEDEEDYESSAKLLGMSFMNRSSGLRNSATGYRQSPDGACSVPSARTMVVCAFVIVVAVSVIMVIYLLPRCTFTKEGCHKKNQSIGLIQPFATNGKLFPWAQIRLPTAVVPLRYELSLHPNLTSMTFRGSVTISVQALQVTWNIILHSTGHNISRVTFMSAVSSQEKQAEILEYAYHGQIAIVAPEALLAGHNYTLKIEYSANISSSYYGFYGFSYTDESNEKKYFAATQFEPLAARSAFPCFDEPAFKATFIIKIIRDEQYTALSNMPKKSSVVLDDGLVQDEFSESVKMSTYLVAFIVGEMKNLSQDVNGTLVSIYAVPEKIGQVHYALETTVKLLEFFQNYFEIQYPLKKLDLVAIPDFEAGAMENWGLLTFREETLLYDSNTSSMADRKLVTKIIAHELAHQWFGNLVTMKWWNDLWLNEGFATFMEYFSLEK.... The pAffinity is 8.3. (3) The compound is CN(C1CCN(Cc2ccccc2)C1)c1cc(F)c(c(F)c1C)S(=O)(=O)Nc1cscn1. The target protein (Q9UQD0) has sequence MAARLLAPPGPDSFKPFTPESLANIERRIAESKLKKPPKADGSHREDDEDSKPKPNSDLEAGKSLPFIYGDIPQGLVAVPLEDFDPYYLTQKTFVVLNRGKTLFRFSATPALYILSPFNLIRRIAIKILIHSVFSMIIMCTILTNCVFMTFSNPPDWSKNVEYTFTGIYTFESLVKIIARGFCIDGFTFLRDPWNWLDFSVIMMAYITEFVNLGNVSALRTFRVLRALKTISVIPGLKTIVGALIQSVKKLSDVMILTVFCLSVFALIGLQLFMGNLRNKCVVWPINFNESYLENGTKGFDWEEYINNKTNFYTVPGMLEPLLCGNSSDAGQCPEGYQCMKAGRNPNYGYTSFDTFSWAFLALFRLMTQDYWENLYQLTLRAAGKTYMIFFVLVIFVGSFYLVNLILAVVAMAYEEQNQATLEEAEQKEAEFKAMLEQLKKQQEEAQAAAMATSAGTVSEDAIEEEGEEGGGSPRSSSEISKLSSKSAKERRNRRKKRKQ.... The pAffinity is 7.8.